This data is from Forward reaction prediction with 1.9M reactions from USPTO patents (1976-2016). The task is: Predict the product of the given reaction. The product is: [CH:27]1[C:28]2[CH:29]([CH2:31][O:32][C:33]([NH:35][C@@H:36]([CH2:44][S:45][CH2:17][C@H:15]([OH:16])[CH2:14][O:13][CH2:1][CH2:2][CH2:3][CH2:4][CH2:5][CH2:6][CH2:7][CH2:8][CH2:9][CH2:10][CH2:11][CH3:12])[C:37]([O:39][C:40]([CH3:41])([CH3:42])[CH3:43])=[O:38])=[O:34])[C:30]3[C:22](=[CH:21][CH:20]=[CH:19][CH:18]=3)[C:23]=2[CH:24]=[CH:25][CH:26]=1. Given the reactants [CH2:1]([O:13][CH2:14][C@@H:15]1[CH2:17][O:16]1)[CH2:2][CH2:3][CH2:4][CH2:5][CH2:6][CH2:7][CH2:8][CH2:9][CH2:10][CH2:11][CH3:12].[CH:18]1[C:30]2[CH:29]([CH2:31][O:32][C:33]([NH:35][C@@H:36]([CH2:44][SH:45])[C:37]([O:39][C:40]([CH3:43])([CH3:42])[CH3:41])=[O:38])=[O:34])[C:28]3[C:23](=[CH:24][CH:25]=[CH:26][CH:27]=3)[C:22]=2[CH:21]=[CH:20][CH:19]=1.C([O-])([O-])=O.[K+].[K+], predict the reaction product.